This data is from Full USPTO retrosynthesis dataset with 1.9M reactions from patents (1976-2016). The task is: Predict the reactants needed to synthesize the given product. (1) Given the product [CH3:44][C:39]1[CH:40]=[N:41][CH:42]=[CH:43][C:38]=1[C:14]1[CH:13]=[CH:12][N:11]=[CH:10][C:9]=1[NH2:8], predict the reactants needed to synthesize it. The reactants are: C(OC([NH:8][C:9]1[CH:10]=[N:11][CH:12]=[CH:13][C:14]=1B(O)O)=O)(C)(C)C.C1(P(C2C=CC=CC=2)C2C=CC=CC=2)C=CC=CC=1.Br[C:38]1[CH:43]=[CH:42][N:41]=[CH:40][C:39]=1[CH3:44].[O-]P([O-])([O-])=O.[K+].[K+].[K+]. (2) Given the product [NH:1]1[C:9]2[C:4](=[CH:5][CH:6]=[CH:7][CH:8]=2)[CH:3]=[C:2]1[C:10]1[CH:11]=[CH:12][C:13]([O:19][CH3:20])=[C:14]([NH:16][C:17](=[S:18])[NH:24][C:25]2[CH:26]=[C:27]([CH2:31][C:32]([OH:34])=[O:33])[CH:28]=[CH:29][CH:30]=2)[CH:15]=1, predict the reactants needed to synthesize it. The reactants are: [NH:1]1[C:9]2[C:4](=[CH:5][CH:6]=[CH:7][CH:8]=2)[CH:3]=[C:2]1[C:10]1[CH:11]=[CH:12][C:13]([O:19][CH3:20])=[C:14]([N:16]=[C:17]=[S:18])[CH:15]=1.[N-]=C=S.[NH2:24][C:25]1[CH:26]=[C:27]([CH2:31][C:32]([OH:34])=[O:33])[CH:28]=[CH:29][CH:30]=1. (3) The reactants are: [CH2:1]1[C:10]2[C:5](=[CH:6][CH:7]=[C:8]([C:11]([O:13]C)=[O:12])[CH:9]=2)[CH2:4][C@H:3]([C:15]([O:17]C)=[O:16])[N:2]1[C:19]([O:21][C:22]([CH3:25])([CH3:24])[CH3:23])=[O:20].[OH-].[Na+].Cl.O. Given the product [C:22]([O:21][C:19]([N:2]1[C@@H:3]([C:15]([OH:17])=[O:16])[CH2:4][C:5]2[C:10](=[CH:9][C:8]([C:11]([OH:13])=[O:12])=[CH:7][CH:6]=2)[CH2:1]1)=[O:20])([CH3:25])([CH3:23])[CH3:24], predict the reactants needed to synthesize it. (4) Given the product [CH2:27]([C:29]1[CH:30]=[C:31]([C:32]([C:34]2[CH:39]=[CH:38][CH:37]=[CH:36][CH:35]=2)=[CH:53][C:54]#[N:55])[CH:40]=[CH:41][C:42]=1[CH2:43][CH3:44])[CH3:28], predict the reactants needed to synthesize it. The reactants are: COC1C=C(C(C2C=CC(OC)=C(OC)C=2)=CC(OC)=O)C=CC=1OC.[CH2:27]([C:29]1[CH:30]=[C:31]([CH:40]=[CH:41][C:42]=1[CH2:43][CH3:44])[C:32]([C:34]1[CH:39]=[CH:38][CH:37]=[CH:36][CH:35]=1)=O)[CH3:28].C(OP([CH2:53][C:54]#[N:55])(=O)OCC)C.C[Si](C)(C)[N-][Si](C)(C)C.[Li+]. (5) The reactants are: [Br:1][C:2]1[CH:3]=[CH:4][C:5]([C:9]([OH:11])=[O:10])=[N:6][C:7]=1Cl.[N:12]1[CH:17]=[CH:16][CH:15]=[CH:14][C:13]=1[CH2:18][OH:19]. Given the product [Br:1][C:2]1[CH:3]=[CH:4][C:5]([C:9]([OH:11])=[O:10])=[N:6][C:7]=1[O:19][CH2:18][C:13]1[CH:14]=[CH:15][CH:16]=[CH:17][N:12]=1, predict the reactants needed to synthesize it. (6) Given the product [CH3:23][O:22][C:20]([C@@H:19]1[C@@:10]2([CH3:24])[CH2:9][CH2:8][CH:7]3[CH:12]([CH:11]2[CH2:17][CH2:18]1)[CH2:13][C:14](=[CH2:27])[C:15](=[O:16])[C@@:6]3([CH2:5][CH2:4][C:3]([OH:2])=[O:26])[CH3:25])=[O:21], predict the reactants needed to synthesize it. The reactants are: C[O:2][C:3](=[O:26])[CH2:4][CH2:5][C@@:6]1([CH3:25])[C:15](=[O:16])[CH2:14][CH2:13][CH:12]2[CH:7]1[CH2:8][CH2:9][C@:10]1([CH3:24])[C@@H:19]([C:20]([O:22][CH3:23])=[O:21])[CH2:18][CH2:17][CH:11]12.[CH3:27][N+](C)=C.[I-].CI.CCN(CC)CC.C1CCN2C(=NCCC2)CC1.Cl. (7) Given the product [F:1][C:2]1[CH:3]=[C:4]([NH:45][S:46]([NH2:49])(=[O:47])=[O:48])[CH:5]=[C:6]([C:8]2[C:16]3[C:15]([NH:17][C@H:18]([C:20]4[N:25]([C:26]5[CH:27]=[CH:28][CH:29]=[CH:30][CH:31]=5)[C:24](=[O:32])[C:23]5=[C:33]([CH3:36])[CH:34]=[CH:35][N:22]5[N:21]=4)[CH3:19])=[N:14][CH:13]=[N:12][C:11]=3[NH:10][CH:9]=2)[CH:7]=1, predict the reactants needed to synthesize it. The reactants are: [F:1][C:2]1[CH:3]=[C:4]([NH:45][S:46]([NH2:49])(=[O:48])=[O:47])[CH:5]=[C:6]([C:8]2[C:16]3[C:15]([NH:17][C@H:18]([C:20]4[N:25]([C:26]5[CH:31]=[CH:30][CH:29]=[CH:28][CH:27]=5)[C:24](=[O:32])[C:23]5=[C:33]([CH3:36])[CH:34]=[CH:35][N:22]5[N:21]=4)[CH3:19])=[N:14][CH:13]=[N:12][C:11]=3[N:10](COCC[Si](C)(C)C)[CH:9]=2)[CH:7]=1.FC(F)(F)C(O)=O.N.